From a dataset of Forward reaction prediction with 1.9M reactions from USPTO patents (1976-2016). Predict the product of the given reaction. (1) Given the reactants [NH:1]1[CH2:6][CH2:5][NH:4][CH2:3][C:2]1=[O:7].Cl[CH2:9][C:10]1[N:14]=[C:13]([C:15]2[CH:20]=[CH:19][CH:18]=[C:17]([Cl:21])[CH:16]=2)[O:12][N:11]=1.C(=O)([O-])[O-].[K+].[K+], predict the reaction product. The product is: [Cl:21][C:17]1[CH:16]=[C:15]([C:13]2[O:12][N:11]=[C:10]([CH2:9][N:4]3[CH2:5][CH2:6][NH:1][C:2](=[O:7])[CH2:3]3)[N:14]=2)[CH:20]=[CH:19][CH:18]=1. (2) Given the reactants Br[C:2]1[CH:10]=[C:9]2[C:5]([CH:6]=[N:7][NH:8]2)=[CH:4][CH:3]=1.[CH2:11]1[C:20]2[C:15](=[CH:16][CH:17]=[CH:18][CH:19]=2)[CH2:14][CH2:13][N:12]1[CH2:21][CH:22]([OH:40])[CH2:23][O:24][C:25]1[CH:30]=[CH:29][CH:28]=[C:27](B2OC(C)(C)C(C)(C)O2)[CH:26]=1.C([O-])([O-])=O.[K+].[K+].CC(=O)OCC, predict the reaction product. The product is: [NH:8]1[C:9]2[C:5](=[CH:4][CH:3]=[C:2]([C:27]3[CH:26]=[C:25]([CH:30]=[CH:29][CH:28]=3)[O:24][CH2:23][CH:22]([OH:40])[CH2:21][N:12]3[CH2:13][CH2:14][C:15]4[C:20](=[CH:19][CH:18]=[CH:17][CH:16]=4)[CH2:11]3)[CH:10]=2)[CH:6]=[N:7]1.